Dataset: Reaction yield outcomes from USPTO patents with 853,638 reactions. Task: Predict the reaction yield, written as a fraction of the theoretical maximum amount of product (1.0 means a 100% yield; for example, 0.34 means a 34% yield). The reactants are [S:1]1[CH:5]=[CH:4][C:3]2[CH:6]=[C:7]([OH:10])[CH:8]=[CH:9][C:2]1=2.C([Mg]Cl)(C)C.[C:16]1([CH:22]([C:34]2[CH:39]=[CH:38][CH:37]=[CH:36][CH:35]=2)[N:23]2[C:31]3[C:26](=[CH:27][CH:28]=[CH:29][CH:30]=3)[C:25](=[O:32])[C:24]2=[O:33])[CH:21]=[CH:20][CH:19]=[CH:18][CH:17]=1.[Cl-].[NH4+]. The catalyst is O1CCCC1.ClCCCl. The product is [C:34]1([CH:22]([C:16]2[CH:21]=[CH:20][CH:19]=[CH:18][CH:17]=2)[N:23]2[C:31]3[C:26](=[CH:27][CH:28]=[CH:29][CH:30]=3)[C:25]([OH:32])([C:8]3[C:7]([OH:10])=[CH:6][C:3]4[CH:4]=[CH:5][S:1][C:2]=4[CH:9]=3)[C:24]2=[O:33])[CH:35]=[CH:36][CH:37]=[CH:38][CH:39]=1. The yield is 0.590.